This data is from Full USPTO retrosynthesis dataset with 1.9M reactions from patents (1976-2016). The task is: Predict the reactants needed to synthesize the given product. (1) Given the product [C:35]([O:38][C:39](=[O:40])[NH:8][C:6]1[CH:7]=[C:2]([F:1])[C:3]([C:12]([F:13])([F:14])[F:15])=[CH:4][C:5]=1[N+:9]([O-:11])=[O:10])([CH3:37])([CH3:36])[CH3:34], predict the reactants needed to synthesize it. The reactants are: [F:1][C:2]1[C:3]([C:12]([F:15])([F:14])[F:13])=[CH:4][C:5]([N+:9]([O-:11])=[O:10])=[C:6]([NH2:8])[CH:7]=1.NC1C=CC(C(F)(F)F)=C(F)C=1.[N+]([O-])(O)=O.[OH-].[Na+].[CH3:34][C:35]([O:38][C:39](O[C:39]([O:38][C:35]([CH3:37])([CH3:36])[CH3:34])=[O:40])=[O:40])([CH3:37])[CH3:36].C(O)(C(F)(F)F)=O. (2) Given the product [C:1]([Si:5]([CH3:23])([CH3:24])[O:6][C:7]1[CH:8]=[C:9]([CH2:13][CH2:14][N:15]([CH2:16][CH2:17][CH2:18][CH2:19][CH2:20][CH2:21][CH3:22])[C:36]([NH:35][C:28]2[CH:29]=[CH:30][C:31]([O:33][CH3:34])=[CH:32][C:27]=2[O:26][CH3:25])=[O:37])[CH:10]=[CH:11][CH:12]=1)([CH3:3])([CH3:4])[CH3:2], predict the reactants needed to synthesize it. The reactants are: [C:1]([Si:5]([CH3:24])([CH3:23])[O:6][C:7]1[CH:8]=[C:9]([CH2:13][CH2:14][NH:15][CH2:16][CH2:17][CH2:18][CH2:19][CH2:20][CH2:21][CH3:22])[CH:10]=[CH:11][CH:12]=1)([CH3:4])([CH3:3])[CH3:2].[CH3:25][O:26][C:27]1[CH:32]=[C:31]([O:33][CH3:34])[CH:30]=[CH:29][C:28]=1[N:35]=[C:36]=[O:37]. (3) Given the product [CH3:1][O:2][C:3]1[CH:11]=[CH:10][C:6]([C:7]([NH:15][CH:16]2[CH2:21][CH2:20][CH2:19][N:18]([C:22]([O:24][C:25]([CH3:28])([CH3:27])[CH3:26])=[O:23])[CH2:17]2)=[O:9])=[C:5]([N+:12]([O-:14])=[O:13])[CH:4]=1, predict the reactants needed to synthesize it. The reactants are: [CH3:1][O:2][C:3]1[CH:11]=[CH:10][C:6]([C:7]([OH:9])=O)=[C:5]([N+:12]([O-:14])=[O:13])[CH:4]=1.[NH2:15][CH:16]1[CH2:21][CH2:20][CH2:19][N:18]([C:22]([O:24][C:25]([CH3:28])([CH3:27])[CH3:26])=[O:23])[CH2:17]1.CCN(C(C)C)C(C)C.CN(C(ON1N=NC2C=CC=NC1=2)=[N+](C)C)C.F[P-](F)(F)(F)(F)F. (4) Given the product [CH3:1][O:2][C:3]1[C:4]([O:28][CH3:29])=[CH:5][C:6]2[C:12]([C:13]3[CH:21]=[CH:20][C:16]([C:17]4[O:19][C:30]([CH3:31])=[N:33][N:34]=4)=[CH:15][CH:14]=3)=[N:11][N:10]([C:22]([NH:24][CH3:25])=[O:23])[CH:9]([CH3:26])[CH2:8][C:7]=2[CH:27]=1, predict the reactants needed to synthesize it. The reactants are: [CH3:1][O:2][C:3]1[C:4]([O:28][CH3:29])=[CH:5][C:6]2[C:12]([C:13]3[CH:21]=[CH:20][C:16]([C:17]([OH:19])=O)=[CH:15][CH:14]=3)=[N:11][N:10]([C:22]([NH:24][CH3:25])=[O:23])[CH:9]([CH3:26])[CH2:8][C:7]=2[CH:27]=1.[C:30]([NH:33][NH2:34])(=O)[CH3:31].N1C=CN=C1.C1(P(C2C=CC=CC=2)C2C=CC=CC=2)C=CC=CC=1.C(Br)(Br)(Br)Br.